This data is from Full USPTO retrosynthesis dataset with 1.9M reactions from patents (1976-2016). The task is: Predict the reactants needed to synthesize the given product. (1) Given the product [CH:1]1([NH2:28])[C:11]2=[C:12]3[C:7](=[CH:8][CH:9]=[CH:10]2)[CH:6]=[CH:5][CH:4]=[C:3]3[CH2:2]1, predict the reactants needed to synthesize it. The reactants are: [CH:1]1(O)[C:11]2=[C:12]3[C:7](=[CH:8][CH:9]=[CH:10]2)[CH:6]=[CH:5][CH:4]=[C:3]3[CH2:2]1.C1(P([N:28]=[N+]=[N-])(C2C=CC=CC=2)=O)C=CC=CC=1.C1(C2CCCCCCCCCC=2)CCCCCCCCNN=1.O. (2) Given the product [CH2:1]([C@@:4]12[CH2:12][CH2:11][CH2:10][C@@H:9]([C:13](=[O:18])[CH2:14][C:15]([CH3:17])=[CH2:16])[C@@H:8]1[C:7]1([O:19][CH2:20][CH2:21][O:22]1)[CH2:6][CH2:5]2)[CH:2]=[CH2:3], predict the reactants needed to synthesize it. The reactants are: [CH2:1]([C@@:4]12[CH2:12][CH2:11][CH2:10][C@@H:9]([C@H:13]([OH:18])[CH2:14][C:15]([CH3:17])=[CH2:16])[C@@H:8]1[C:7]1([O:22][CH2:21][CH2:20][O:19]1)[CH2:6][CH2:5]2)[CH:2]=[CH2:3].C([O-])(O)=O.[Na+].CC(OI1(OC(C)=O)(OC(C)=O)OC(=O)C2C=CC=CC1=2)=O.